This data is from NCI-60 drug combinations with 297,098 pairs across 59 cell lines. The task is: Regression. Given two drug SMILES strings and cell line genomic features, predict the synergy score measuring deviation from expected non-interaction effect. (1) Drug 1: CC1=CC2C(CCC3(C2CCC3(C(=O)C)OC(=O)C)C)C4(C1=CC(=O)CC4)C. Drug 2: C1=CC=C(C(=C1)C(C2=CC=C(C=C2)Cl)C(Cl)Cl)Cl. Cell line: HCT-15. Synergy scores: CSS=15.2, Synergy_ZIP=3.86, Synergy_Bliss=7.71, Synergy_Loewe=6.80, Synergy_HSA=6.23. (2) Drug 1: CN(CCCl)CCCl.Cl. Synergy scores: CSS=64.2, Synergy_ZIP=12.6, Synergy_Bliss=12.0, Synergy_Loewe=-46.4, Synergy_HSA=11.2. Cell line: CCRF-CEM. Drug 2: C(CN)CNCCSP(=O)(O)O. (3) Drug 1: C1=CC(=CC=C1CCCC(=O)O)N(CCCl)CCCl. Drug 2: CN(CCCl)CCCl.Cl. Cell line: A498. Synergy scores: CSS=27.0, Synergy_ZIP=-7.89, Synergy_Bliss=0.381, Synergy_Loewe=-0.0660, Synergy_HSA=0.270. (4) Drug 1: CN1C(=O)N2C=NC(=C2N=N1)C(=O)N. Drug 2: C1CC(C1)(C2=CC=C(C=C2)C3=C(C=C4C(=N3)C=CN5C4=NNC5=O)C6=CC=CC=C6)N. Cell line: NCIH23. Synergy scores: CSS=47.2, Synergy_ZIP=-4.61, Synergy_Bliss=-3.51, Synergy_Loewe=-2.94, Synergy_HSA=-1.25. (5) Drug 1: CC12CCC3C(C1CCC2=O)CC(=C)C4=CC(=O)C=CC34C. Drug 2: CNC(=O)C1=NC=CC(=C1)OC2=CC=C(C=C2)NC(=O)NC3=CC(=C(C=C3)Cl)C(F)(F)F. Cell line: HCC-2998. Synergy scores: CSS=55.0, Synergy_ZIP=-0.668, Synergy_Bliss=0.227, Synergy_Loewe=-2.68, Synergy_HSA=-2.68. (6) Drug 1: CS(=O)(=O)CCNCC1=CC=C(O1)C2=CC3=C(C=C2)N=CN=C3NC4=CC(=C(C=C4)OCC5=CC(=CC=C5)F)Cl. Drug 2: C1CCC(C(C1)N)N.C(=O)(C(=O)[O-])[O-].[Pt+4]. Cell line: 786-0. Synergy scores: CSS=22.7, Synergy_ZIP=-10.6, Synergy_Bliss=0.596, Synergy_Loewe=0.374, Synergy_HSA=2.26. (7) Drug 1: CC1=C2C(C(=O)C3(C(CC4C(C3C(C(C2(C)C)(CC1OC(=O)C(C(C5=CC=CC=C5)NC(=O)C6=CC=CC=C6)O)O)OC(=O)C7=CC=CC=C7)(CO4)OC(=O)C)O)C)OC(=O)C. Drug 2: C1C(C(OC1N2C=NC3=C2NC=NCC3O)CO)O. Cell line: HS 578T. Synergy scores: CSS=56.8, Synergy_ZIP=3.95, Synergy_Bliss=2.57, Synergy_Loewe=-22.5, Synergy_HSA=3.05. (8) Drug 1: CCC1(CC2CC(C3=C(CCN(C2)C1)C4=CC=CC=C4N3)(C5=C(C=C6C(=C5)C78CCN9C7C(C=CC9)(C(C(C8N6C=O)(C(=O)OC)O)OC(=O)C)CC)OC)C(=O)OC)O.OS(=O)(=O)O. Drug 2: CC1=C(C(=O)C2=C(C1=O)N3CC4C(C3(C2COC(=O)N)OC)N4)N. Cell line: MCF7. Synergy scores: CSS=17.0, Synergy_ZIP=-3.32, Synergy_Bliss=-1.95, Synergy_Loewe=-5.45, Synergy_HSA=-0.993.